Task: Predict the reactants needed to synthesize the given product.. Dataset: Retrosynthesis with 50K atom-mapped reactions and 10 reaction types from USPTO Given the product Cc1ccc(NCCCCl)cc1Cl, predict the reactants needed to synthesize it. The reactants are: Cc1ccc(N)cc1Cl.ClCCCBr.